From a dataset of Catalyst prediction with 721,799 reactions and 888 catalyst types from USPTO. Predict which catalyst facilitates the given reaction. (1) Reactant: [F:1][C:2]1[CH:3]=[C:4]2[C:9](=[CH:10][CH:11]=1)[N:8]=[C:7]([CH:12]([NH:14]C(=O)OC(C)(C)C)[CH3:13])[C:6]([C:22]1[CH:27]=[CH:26][CH:25]=[CH:24][CH:23]=1)=[C:5]2[CH2:28][OH:29].[C:30]([OH:36])([C:32]([F:35])([F:34])[F:33])=[O:31].C1C=CC=CC=1. Product: [NH2:14][CH:12]([C:7]1[C:6]([C:22]2[CH:27]=[CH:26][CH:25]=[CH:24][CH:23]=2)=[C:5]([CH2:28][OH:29])[C:4]2[C:9](=[CH:10][CH:11]=[C:2]([F:1])[CH:3]=2)[N:8]=1)[CH3:13].[C:30]([OH:36])([C:32]([F:35])([F:34])[F:33])=[O:31]. The catalyst class is: 2. (2) Reactant: Cl.Cl[CH2:3][C:4]1[C:5]([O:21][CH3:22])=[N:6][C:7]([NH:10][C:11]2[CH:16]=[CH:15][C:14]([O:17][CH:18]([F:20])[F:19])=[CH:13][CH:12]=2)=[N:8][CH:9]=1.[OH:23][C:24]1[CH:25]=[C:26]2[C:31](=[CH:32][CH:33]=1)[NH:30][C:29](=[O:34])[CH:28]=[CH:27]2.C([O-])([O-])=O.[Cs+].[Cs+]. Product: [F:19][CH:18]([F:20])[O:17][C:14]1[CH:15]=[CH:16][C:11]([NH:10][C:7]2[N:6]=[C:5]([O:21][CH3:22])[C:4]([CH2:3][O:23][C:24]3[CH:25]=[C:26]4[C:31](=[CH:32][CH:33]=3)[NH:30][C:29](=[O:34])[CH:28]=[CH:27]4)=[CH:9][N:8]=2)=[CH:12][CH:13]=1. The catalyst class is: 18. (3) Reactant: [C:1]([O:5][C:6](=[O:18])[NH:7][CH:8]([C:11]1[CH:16]=[CH:15][C:14]([OH:17])=[CH:13][CH:12]=1)[CH2:9][CH3:10])([CH3:4])([CH3:3])[CH3:2].I[CH:20]([CH3:22])[CH3:21].C(=O)([O-])[O-].[K+].[K+].O. Product: [C:1]([O:5][C:6](=[O:18])[NH:7][CH:8]([C:11]1[CH:16]=[CH:15][C:14]([O:17][CH:20]([CH3:22])[CH3:21])=[CH:13][CH:12]=1)[CH2:9][CH3:10])([CH3:2])([CH3:3])[CH3:4]. The catalyst class is: 9. (4) Reactant: Cl[C:2]1[C:11]2[N:12]=[CH:13][N:14]([CH2:15][CH:16]([CH3:18])[CH3:17])[C:10]=2[C:9]2[CH:8]=[CH:7][CH:6]=[CH:5][C:4]=2[N:3]=1.Cl.[CH3:20][O:21][NH2:22].C([O-])(=O)C.[Na+].[OH-].[Na+]. Product: [CH2:15]([N:14]1[C:10]2[C:9]3[CH:8]=[CH:7][CH:6]=[CH:5][C:4]=3[N:3]=[C:2]([NH:22][O:21][CH3:20])[C:11]=2[N:12]=[CH:13]1)[CH:16]([CH3:18])[CH3:17]. The catalyst class is: 40.